Task: Regression. Given a peptide amino acid sequence and an MHC pseudo amino acid sequence, predict their binding affinity value. This is MHC class II binding data.. Dataset: Peptide-MHC class II binding affinity with 134,281 pairs from IEDB (1) The peptide sequence is IFSQNMNIKLQMPLY. The MHC is DRB1_1101 with pseudo-sequence DRB1_1101. The binding affinity (normalized) is 0.499. (2) The peptide sequence is FLAVALVAGPAGSYA. The MHC is HLA-DQA10104-DQB10503 with pseudo-sequence HLA-DQA10104-DQB10503. The binding affinity (normalized) is 0. (3) The peptide sequence is STLQEQIGWMTNNPPIPV. The MHC is DRB3_0101 with pseudo-sequence DRB3_0101. The binding affinity (normalized) is 0.329. (4) The peptide sequence is VLAKSPDTTCSEIEE. The MHC is DRB1_0101 with pseudo-sequence DRB1_0101. The binding affinity (normalized) is 0.192. (5) The peptide sequence is VVVHITDDNEE. The MHC is DRB1_1101 with pseudo-sequence DRB1_1101. The binding affinity (normalized) is 0.